From a dataset of Reaction yield outcomes from USPTO patents with 853,638 reactions. Predict the reaction yield, written as a fraction of the theoretical maximum amount of product (1.0 means a 100% yield; for example, 0.34 means a 34% yield). The reactants are C([O:3][C:4]([C:6]1[CH:7]=[C:8]2[C:13](=[CH:14][CH:15]=1)[NH:12][CH:11]([C:16]1[CH:21]=[CH:20][CH:19]=[C:18]([C:22](OC)=[O:23])[CH:17]=1)[C:10]([CH3:27])([CH3:26])[CH2:9]2)=[O:5])C.Cl. The catalyst is CO.O1CCCC1.[OH-].[Na+].O. The product is [C:22](=[C:18]1[CH:19]=[CH:20][CH:21]=[C:16]([CH:11]2[C:10]([CH3:27])([CH3:26])[CH2:9][C:8]3[C:13](=[CH:14][CH:15]=[C:6]([C:4]([OH:5])=[O:3])[CH:7]=3)[NH:12]2)[CH2:17]1)=[O:23]. The yield is 0.280.